From a dataset of Reaction yield outcomes from USPTO patents with 853,638 reactions. Predict the reaction yield, written as a fraction of the theoretical maximum amount of product (1.0 means a 100% yield; for example, 0.34 means a 34% yield). (1) The reactants are [O:1]=[C:2]1[C:10]2[NH:9][N:8]=[C:7]([C:11]([O:13][CH2:14][CH3:15])=[O:12])[C:6]=2[CH2:5][CH2:4][CH2:3]1.CC(C)([O-])C.[K+].[C:22]([NH:41][CH2:42][CH2:43][CH2:44]Br)([C:35]1[CH:40]=[CH:39][CH:38]=[CH:37][CH:36]=1)([C:29]1[CH:34]=[CH:33][CH:32]=[CH:31][CH:30]=1)[C:23]1[CH:28]=[CH:27][CH:26]=[CH:25][CH:24]=1. The catalyst is C1COCC1.CN(C=O)C. The product is [O:1]=[C:2]1[C:10]2[C:6](=[C:7]([C:11]([O:13][CH2:14][CH3:15])=[O:12])[N:8]([CH2:44][CH2:43][CH2:42][NH:41][C:22]([C:35]3[CH:40]=[CH:39][CH:38]=[CH:37][CH:36]=3)([C:23]3[CH:24]=[CH:25][CH:26]=[CH:27][CH:28]=3)[C:29]3[CH:34]=[CH:33][CH:32]=[CH:31][CH:30]=3)[N:9]=2)[CH2:5][CH2:4][CH2:3]1. The yield is 0.190. (2) The reactants are [Br:1][C:2]1[N:7]=[C:6]([CH3:8])[C:5]([CH:9]=O)=[CH:4][CH:3]=1.[N:11]1([C:17]([O:19][C:20]([CH3:23])([CH3:22])[CH3:21])=[O:18])[CH2:16][CH2:15][NH:14][CH2:13][CH2:12]1.ClCCl.C(O[BH-](OC(=O)C)OC(=O)C)(=O)C.[Na+]. The catalyst is O. The product is [Br:1][C:2]1[N:7]=[C:6]([CH3:8])[C:5]([CH2:9][N:14]2[CH2:13][CH2:12][N:11]([C:17]([O:19][C:20]([CH3:23])([CH3:22])[CH3:21])=[O:18])[CH2:16][CH2:15]2)=[CH:4][CH:3]=1. The yield is 0.820. (3) The reactants are O([C:9]([O:11][C:12]([CH3:15])([CH3:14])[CH3:13])=[O:10])[C:9]([O:11][C:12]([CH3:15])([CH3:14])[CH3:13])=[O:10].[C:16]1([NH2:23])[CH:21]=[CH:20][CH:19]=[C:18]([NH2:22])[CH:17]=1. The catalyst is ClCCl. The product is [C:12]([O:11][C:9](=[O:10])[NH:22][C:18]1[CH:19]=[CH:20][CH:21]=[C:16]([NH2:23])[CH:17]=1)([CH3:13])([CH3:14])[CH3:15]. The yield is 0.450. (4) The reactants are Cl[C:2]1[N:3]=[C:4]([N:15]2[CH2:20][CH2:19][O:18][CH2:17][C@@H:16]2[CH3:21])[C:5]2[CH2:10][N:9]([CH2:11][CH:12]3[CH2:14][CH2:13]3)[CH2:8][C:6]=2[N:7]=1.[CH3:22][NH:23][C:24]([NH:26][C:27]1[CH:32]=[CH:31][C:30](B2OC(C)(C)C(C)(C)O2)=[CH:29][CH:28]=1)=[O:25].C([O-])([O-])=O.[Na+].[Na+]. The catalyst is COCCOC.CCO.O. The product is [CH:12]1([CH2:11][N:9]2[CH2:10][C:5]3[C:4]([N:15]4[CH2:20][CH2:19][O:18][CH2:17][C@@H:16]4[CH3:21])=[N:3][C:2]([C:30]4[CH:29]=[CH:28][C:27]([NH:26][C:24]([NH:23][CH3:22])=[O:25])=[CH:32][CH:31]=4)=[N:7][C:6]=3[CH2:8]2)[CH2:14][CH2:13]1. The yield is 0.510. (5) The reactants are CON(C)[C:4]([C:6]1[O:7][C:8]([C:11]2[CH:16]=[CH:15][CH:14]=[CH:13][CH:12]=2)=[CH:9][CH:10]=1)=[O:5].[CH3:18][O:19][C:20]1[CH:21]=[C:22]([Mg]Br)[CH:23]=[C:24]([O:28][CH3:29])[C:25]=1[O:26][CH3:27]. The catalyst is C1COCC1. The product is [C:11]1([C:8]2[O:7][C:6]([C:4]([C:22]3[CH:23]=[C:24]([O:28][CH3:29])[C:25]([O:26][CH3:27])=[C:20]([O:19][CH3:18])[CH:21]=3)=[O:5])=[CH:10][CH:9]=2)[CH:12]=[CH:13][CH:14]=[CH:15][CH:16]=1. The yield is 0.355. (6) The reactants are C([O:8][C:9]1[CH:10]=[C:11]([C:20](=[O:28])[C:21]2[CH:26]=[CH:25][C:24]([CH3:27])=[CH:23][CH:22]=2)[CH:12]=[C:13]2[C:18]=1[N:17]=[CH:16][NH:15][C:14]2=[O:19])C1C=CC=CC=1.B(Br)(Br)Br. The catalyst is ClCCl. The product is [OH:8][C:9]1[CH:10]=[C:11]([C:20](=[O:28])[C:21]2[CH:26]=[CH:25][C:24]([CH3:27])=[CH:23][CH:22]=2)[CH:12]=[C:13]2[C:18]=1[N:17]=[CH:16][NH:15][C:14]2=[O:19]. The yield is 0.360. (7) The reactants are [N:1]([CH:4]1[CH:10]([OH:11])[CH2:9][CH2:8][N:7]([C:12]([O:14][CH2:15][C:16]2[CH:21]=[CH:20][CH:19]=[CH:18][CH:17]=2)=[O:13])[CH2:6][CH2:5]1)=[N+]=[N-].O.C1C=CC(P(C2C=CC=CC=2)C2C=CC=CC=2)=CC=1. The catalyst is C1COCC1. The product is [CH2:15]([O:14][C:12]([N:7]1[CH2:8][CH2:9][CH:10]([OH:11])[CH:4]([NH2:1])[CH2:5][CH2:6]1)=[O:13])[C:16]1[CH:17]=[CH:18][CH:19]=[CH:20][CH:21]=1. The yield is 0.160.